From a dataset of Reaction yield outcomes from USPTO patents with 853,638 reactions. Predict the reaction yield, written as a fraction of the theoretical maximum amount of product (1.0 means a 100% yield; for example, 0.34 means a 34% yield). (1) The reactants are [F:1][C:2]1[CH:7]=[CH:6][C:5]([C:8]2[N:9]=[C:10]3[C:15]([N+:16]([O-])=O)=[CH:14][CH:13]=[CH:12][N:11]3[C:19]=2[C:20](=[O:22])[CH3:21])=[CH:4][CH:3]=1.[Cl-].[NH4+]. The catalyst is CO.[Fe]. The product is [NH2:16][C:15]1[C:10]2[N:11]([C:19]([C:20](=[O:22])[CH3:21])=[C:8]([C:5]3[CH:6]=[CH:7][C:2]([F:1])=[CH:3][CH:4]=3)[N:9]=2)[CH:12]=[CH:13][CH:14]=1. The yield is 0.700. (2) The reactants are [CH3:1][C:2]1[C:3]([CH:23]=[CH:24][CH3:25])=[C:4]([CH:20]=[CH:21][CH:22]=1)[C:5]([NH:7][C:8]1([C:17]([OH:19])=[O:18])[CH2:16][C:15]2[C:10](=[CH:11][CH:12]=[CH:13][CH:14]=2)[CH2:9]1)=[O:6]. The catalyst is CCO.[Pd]. The product is [CH3:1][C:2]1[C:3]([CH2:23][CH2:24][CH3:25])=[C:4]([CH:20]=[CH:21][CH:22]=1)[C:5]([NH:7][C:8]1([C:17]([OH:19])=[O:18])[CH2:16][C:15]2[C:10](=[CH:11][CH:12]=[CH:13][CH:14]=2)[CH2:9]1)=[O:6]. The yield is 0.580. (3) The reactants are [C:1]([O:5][C:6]([NH:8][CH2:9][C:10]1[CH:24]=[CH:23][C:22]([Cl:25])=[CH:21][C:11]=1[CH2:12][NH:13][C:14](=[O:20])[C@@H:15]1[CH2:19][CH2:18][CH2:17][NH:16]1)=[O:7])([CH3:4])([CH3:3])[CH3:2].[C:26]1([CH:32]([C:37]2[CH:42]=[CH:41][CH:40]=[CH:39][CH:38]=2)[CH2:33][C:34](O)=[O:35])[CH:31]=[CH:30][CH:29]=[CH:28][CH:27]=1.C1C=C2N=NN(O)C2=CC=1.O.C(Cl)CCl.C(N(C(C)C)CC)(C)C. The catalyst is CN(C=O)C. The product is [C:1]([O:5][C:6]([NH:8][CH2:9][C:10]1[CH:24]=[CH:23][C:22]([Cl:25])=[CH:21][C:11]=1[CH2:12][NH:13][C:14](=[O:20])[C@@H:15]1[CH2:19][CH2:18][CH2:17][N:16]1[C:34](=[O:35])[CH2:33][CH:32]([C:26]1[CH:31]=[CH:30][CH:29]=[CH:28][CH:27]=1)[C:37]1[CH:42]=[CH:41][CH:40]=[CH:39][CH:38]=1)=[O:7])([CH3:4])([CH3:2])[CH3:3]. The yield is 0.990. (4) The reactants are [CH2:1]([C:3](=[CH:6][CH2:7][C:8]1[C:9]([O:21][CH2:22][CH2:23][Si:24]([CH3:27])([CH3:26])[CH3:25])=[C:10]2[C:14](=[C:15]([CH3:19])[C:16]=1[CH2:17][CH3:18])[CH2:13][O:12][C:11]2=[O:20])[CH:4]=O)[CH3:2].C(O)(=O)C(O)=O.[CH2:34]([O:36][P:37]([CH2:42][CH2:43][NH2:44])(=[O:41])[O:38][CH2:39][CH3:40])[CH3:35].C(O)(=O)C.C(O[BH-](OC(=O)C)OC(=O)C)(=O)C.[Na+]. The catalyst is CN(C=O)C. The product is [CH2:39]([O:38][P:37]([CH2:42][CH2:43][NH:44][CH2:4][C:3]([CH2:1][CH3:2])=[CH:6][CH2:7][C:8]1[C:9]([O:21][CH2:22][CH2:23][Si:24]([CH3:25])([CH3:27])[CH3:26])=[C:10]2[C:14](=[C:15]([CH3:19])[C:16]=1[CH2:17][CH3:18])[CH2:13][O:12][C:11]2=[O:20])(=[O:41])[O:36][CH2:34][CH3:35])[CH3:40]. The yield is 0.650. (5) The reactants are FC(F)(F)C(O)=O.O.C(OC([N:16]1[CH2:19][CH2:18][C@H:17]1[CH2:20][O:21][C:22]1[CH:23]=[N:24][CH:25]=[C:26]([C:28]2[CH:33]=[CH:32][CH:31]=[C:30]([CH2:34][C@@H:35]([O:43][CH3:44])[CH2:36][C:37]3[CH:42]=[CH:41][CH:40]=[CH:39][CH:38]=3)[CH:29]=2)[CH:27]=1)=O)(C)(C)C. The catalyst is C(Cl)Cl. The product is [NH:16]1[CH2:19][CH2:18][C@H:17]1[CH2:20][O:21][C:22]1[CH:23]=[N:24][CH:25]=[C:26]([C:28]2[CH:33]=[CH:32][CH:31]=[C:30]([CH2:34][C@@H:35]([O:43][CH3:44])[CH2:36][C:37]3[CH:42]=[CH:41][CH:40]=[CH:39][CH:38]=3)[CH:29]=2)[CH:27]=1. The yield is 0.510. (6) The reactants are O.[NH2:2][NH2:3].[F:4][C:5]([F:20])([F:19])[C:6](=O)[C:7](=[N:16][OH:17])[C:8]([C:10]1[CH:15]=[CH:14][CH:13]=[CH:12][CH:11]=1)=O.[O-]S([O-])(=O)=O.[Mg+2]. The catalyst is CCO. The product is [N:16]([C:7]1[C:8]([C:10]2[CH:15]=[CH:14][CH:13]=[CH:12][CH:11]=2)=[N:2][NH:3][C:6]=1[C:5]([F:20])([F:19])[F:4])=[O:17]. The yield is 0.0800. (7) The reactants are [CH3:1][C:2]([C:6]1[CH:11]=[CH:10][C:9]([N+:12]([O-:14])=[O:13])=[CH:8][CH:7]=1)([CH3:5])[CH2:3][NH2:4].[OH-].[Na+].[CH3:17][C:18]([O:21][C:22](O[C:22]([O:21][C:18]([CH3:20])([CH3:19])[CH3:17])=[O:23])=[O:23])([CH3:20])[CH3:19].OS([O-])(=O)=O.[K+]. The catalyst is O1CCOCC1.O. The product is [CH3:5][C:2]([C:6]1[CH:11]=[CH:10][C:9]([N+:12]([O-:14])=[O:13])=[CH:8][CH:7]=1)([CH3:1])[CH2:3][NH:4][C:22](=[O:23])[O:21][C:18]([CH3:20])([CH3:19])[CH3:17]. The yield is 0.800. (8) The reactants are [Cl:1][C:2]1[C:9]([CH3:10])=[C:8]([NH:11][C@@H:12]([C:16]2[O:17][C:18]([C:21]3[CH:26]=[CH:25][C:24]([OH:27])=[CH:23][CH:22]=3)=[N:19][N:20]=2)[C@@H:13]([OH:15])[CH3:14])[CH:7]=[CH:6][C:3]=1[C:4]#[N:5].[CH3:28][CH2:29][CH2:30][C:31](Cl)=[O:32]. The catalyst is N1C=CC=CC=1.C(Cl)Cl. The product is [C:31]([O:27][C:24]1[CH:23]=[CH:22][C:21]([C:18]2[O:17][C:16]([C@H:12]([NH:11][C:8]3[CH:7]=[CH:6][C:3]([C:4]#[N:5])=[C:2]([Cl:1])[C:9]=3[CH3:10])[C@@H:13]([O:15][C:16](=[O:17])[CH2:12][CH2:13][CH3:14])[CH3:14])=[N:20][N:19]=2)=[CH:26][CH:25]=1)(=[O:32])[CH2:30][CH2:29][CH3:28]. The yield is 0.710.